Task: Predict the product of the given reaction.. Dataset: Forward reaction prediction with 1.9M reactions from USPTO patents (1976-2016) (1) Given the reactants [OH:1][C@H:2]1[CH2:7][C@H:6]2[CH2:8][C@@H:3]1[CH2:4][C@@H:5]2[NH:9][C:10]1[S:11][C:12]([CH:17]([CH3:19])[CH3:18])([CH3:16])[C:13](=[O:15])[N:14]=1.[Cr](Cl)([O-])(=O)=O.[NH+]1C=CC=CC=1, predict the reaction product. The product is: [CH:17]([C:12]1([CH3:16])[S:11][C:10]([NH:9][C@H:5]2[CH2:4][C@H:3]3[CH2:8][C@@H:6]2[CH2:7][C:2]3=[O:1])=[N:14][C:13]1=[O:15])([CH3:19])[CH3:18]. (2) Given the reactants [F:1][C:2]1[C:7]([F:8])=[CH:6][CH:5]=[CH:4][C:3]=1[C:9]1([OH:13])[CH2:12][NH:11][CH2:10]1.I[CH:15]([CH2:17][CH3:18])[CH3:16].C(=O)([O-])[O-].[K+].[K+], predict the reaction product. The product is: [CH:15]([N:11]1[CH2:12][C:9]([C:3]2[CH:4]=[CH:5][CH:6]=[C:7]([F:8])[C:2]=2[F:1])([OH:13])[CH2:10]1)([CH2:17][CH3:18])[CH3:16]. (3) Given the reactants [Br:1][C:2]1[CH:7]=[CH:6][C:5]([C:8]([CH:10]2[CH2:15][CH2:14][CH2:13][CH2:12][CH2:11]2)=[O:9])=[CH:4][CH:3]=1.C[Mg+].[Br-].[CH2:19](OCC)C, predict the reaction product. The product is: [Br:1][C:2]1[CH:3]=[CH:4][C:5]([C:8]([CH:10]2[CH2:11][CH2:12][CH2:13][CH2:14][CH2:15]2)([OH:9])[CH3:19])=[CH:6][CH:7]=1. (4) Given the reactants C1([O:7][CH:8]2[CH:13]3[CH2:14][CH2:15][N:10]([CH2:11][CH2:12]3)[CH:9]2[CH2:16][C:17]2[CH:18]=[N:19][CH:20]=[CH:21][CH:22]=2)C=CC=CC=1.N1C=CC=C(C=O)C=1.Cl.N12CCC(CC1)C(=O)C2.[OH-].[K+].N1C=CC=C(C=C2C(=O)C3CCN2CC3)C=1, predict the reaction product. The product is: [N:19]1[CH:20]=[CH:21][CH:22]=[C:17]([CH2:16][CH:9]2[CH:8]([OH:7])[CH:13]3[CH2:12][CH2:11][N:10]2[CH2:15][CH2:14]3)[CH:18]=1.